This data is from Forward reaction prediction with 1.9M reactions from USPTO patents (1976-2016). The task is: Predict the product of the given reaction. (1) The product is: [C:2]12([S:18][CH2:24][C:23]([OH:26])=[O:25])[CH2:11][CH:6]3[CH2:7][CH:8]([CH2:10][CH:4]([CH2:5]3)[CH2:3]1)[CH2:9]2. Given the reactants Br[C:2]12[CH2:11][CH:6]3[CH2:7][CH:8]([CH2:10][CH:4]([CH2:5]3)[CH2:3]1)[CH2:9]2.C(OC(=O)CC[SH:18])C.[Li+].[OH-].Cl.[C:23]([OH:26])(=[O:25])[CH3:24], predict the reaction product. (2) Given the reactants Br[C:2]1[CH:22]=[CH:21][C:5]([C:6]([N:8]2[CH2:13][CH2:12][N:11]([C:14]([O:16][C:17]([CH3:20])([CH3:19])[CH3:18])=[O:15])[CH2:10][CH2:9]2)=[O:7])=[C:4]([F:23])[CH:3]=1.[Cl:24][C:25]1[CH:30]=[CH:29][C:28](B(O)O)=[C:27]([F:34])[CH:26]=1.C(=O)([O-])[O-].[Na+].[Na+].C(O)C, predict the reaction product. The product is: [Cl:24][C:25]1[CH:30]=[CH:29][C:28]([C:2]2[CH:22]=[CH:21][C:5]([C:6]([N:8]3[CH2:13][CH2:12][N:11]([C:14]([O:16][C:17]([CH3:20])([CH3:19])[CH3:18])=[O:15])[CH2:10][CH2:9]3)=[O:7])=[C:4]([F:23])[CH:3]=2)=[C:27]([F:34])[CH:26]=1.